This data is from Forward reaction prediction with 1.9M reactions from USPTO patents (1976-2016). The task is: Predict the product of the given reaction. (1) The product is: [N:4]1[CH:3]=[C:2]([C:31]2[CH:30]=[C:29]([C:33]3[C:34]([C:39]#[N:40])=[CH:35][CH:36]=[CH:37][CH:38]=3)[CH:28]=[CH:27][CH:32]=2)[N:6]2[CH:7]=[CH:8][N:9]=[CH:10][C:5]=12. Given the reactants Br[C:2]1[N:6]2[CH:7]=[CH:8][N:9]=[CH:10][C:5]2=[N:4][CH:3]=1.P([O-])([O-])([O-])=O.[K+].[K+].[K+].CC1(C)C(C)(C)OB([C:27]2[CH:28]=[C:29]([C:33]3[C:34]([C:39]#[N:40])=[CH:35][CH:36]=[CH:37][CH:38]=3)[CH:30]=[CH:31][CH:32]=2)O1, predict the reaction product. (2) The product is: [CH:11]1([C:14]2[N:19]=[CH:18][C:17]([CH:20]([CH2:23][C:24]3([C:27]([F:30])([F:28])[F:29])[CH2:26][CH2:25]3)[CH2:21][NH:22][C:4](=[O:6])[C:3]3[CH:7]=[CH:8][CH:9]=[CH:10][C:2]=3[F:1])=[CH:16][CH:15]=2)[CH2:12][CH2:13]1. Given the reactants [F:1][C:2]1[CH:10]=[CH:9][CH:8]=[CH:7][C:3]=1[C:4]([OH:6])=O.[CH:11]1([C:14]2[N:19]=[CH:18][C:17]([CH:20]([CH2:23][C:24]3([C:27]([F:30])([F:29])[F:28])[CH2:26][CH2:25]3)[CH2:21][NH2:22])=[CH:16][CH:15]=2)[CH2:13][CH2:12]1, predict the reaction product. (3) Given the reactants O=[C:2]1[CH2:6][CH2:5][CH:4]([N:7]2[C:15](=O)[C:14]3[C:9](=[CH:10][CH:11]=[CH:12]C=3)C2=O)[CH2:3]1.C1(NN)C=CC=CC=1.N1C2C(=CC=CC=2)C=C1, predict the reaction product. The product is: [CH2:2]1[C:3]2[CH:4]([N:7]=[C:15]3[C:14]=2[CH:9]=[CH:10][CH:11]=[CH:12]3)[CH2:5][CH2:6]1. (4) The product is: [CH2:1]([C@H:8]1[CH2:12][O:11][C:10](=[O:13])[N:9]1[C:14](=[O:38])[CH2:15][CH:16]1[C:20]2=[C:21]([S:30][C:31]3[CH:36]=[CH:35][C:34]([Cl:37])=[CH:33][CH:32]=3)[C:22]3[C:23]([C:60]4[N:59]([CH3:58])[CH:63]=[CH:62][CH:61]=4)=[CH:24][C:25]([F:28])=[CH:26][C:27]=3[N:19]2[CH2:18][CH2:17]1)[C:2]1[CH:7]=[CH:6][CH:5]=[CH:4][CH:3]=1. Given the reactants [CH2:1]([C@H:8]1[CH2:12][O:11][C:10](=[O:13])[N:9]1[C:14](=[O:38])[CH2:15][CH:16]1[C:20]2=[C:21]([S:30][C:31]3[CH:36]=[CH:35][C:34]([Cl:37])=[CH:33][CH:32]=3)[C:22]3[C:23](Br)=[CH:24][C:25]([F:28])=[CH:26][C:27]=3[N:19]2[CH2:18][CH2:17]1)[C:2]1[CH:7]=[CH:6][CH:5]=[CH:4][CH:3]=1.C1([As](C2C=CC=CC=2)C2C=CC=CC=2)C=CC=CC=1.[CH3:58][N:59]1[CH:63]=[CH:62][CH:61]=[C:60]1[Sn](CCCC)(CCCC)CCCC, predict the reaction product. (5) Given the reactants C([N:8]1[CH2:13][CH2:12][CH:11]([N:14]2[CH2:27][C:16]3([CH2:19][N:18]([C:20]([O:22][C:23]([CH3:26])([CH3:25])[CH3:24])=[O:21])[CH2:17]3)[CH2:15]2)[CH2:10][CH2:9]1)C1C=CC=CC=1, predict the reaction product. The product is: [C:23]([O:22][C:20]([N:18]1[CH2:19][C:16]2([CH2:15][N:14]([CH:11]3[CH2:12][CH2:13][NH:8][CH2:9][CH2:10]3)[CH2:27]2)[CH2:17]1)=[O:21])([CH3:26])([CH3:24])[CH3:25]. (6) Given the reactants [Br:1][C:2]1[CH:7]=[CH:6][C:5]([CH2:8][C:9]#[N:10])=[CH:4][CH:3]=1.Br[CH2:12][CH2:13]Cl.[OH-].[Na+], predict the reaction product. The product is: [Br:1][C:2]1[CH:7]=[CH:6][C:5]([C:8]2([C:9]#[N:10])[CH2:13][CH2:12]2)=[CH:4][CH:3]=1. (7) Given the reactants [CH3:1][C:2]1[CH:11]=[C:10]2[C:5]([CH2:6][CH2:7][C:8](=[O:12])[NH:9]2)=[CH:4][C:3]=1[N+:13]([O-])=O.[H-].[Na+].[CH3:18]I.O, predict the reaction product. The product is: [NH2:13][C:3]1[CH:4]=[C:5]2[C:10](=[CH:11][C:2]=1[CH3:1])[N:9]([CH3:18])[C:8](=[O:12])[CH2:7][CH2:6]2.